Task: Predict the reactants needed to synthesize the given product.. Dataset: Full USPTO retrosynthesis dataset with 1.9M reactions from patents (1976-2016) Given the product [CH3:44][C:41]1([CH3:45])[O:40][C@H:39]([CH2:38][O:37][C:36]([NH:2][C@@H:3]2[CH2:7][CH2:6][N:5]([C:8]3[CH:13]=[CH:12][C:11]([N:14]4[CH2:18][C@H:17]([CH2:19][N:20]5[CH:24]=[CH:23][N:22]=[N:21]5)[O:16][C:15]4=[O:25])=[CH:10][C:9]=3[F:26])[CH2:4]2)=[O:46])[CH2:43][O:42]1, predict the reactants needed to synthesize it. The reactants are: Cl.[NH2:2][C@@H:3]1[CH2:7][CH2:6][N:5]([C:8]2[CH:13]=[CH:12][C:11]([N:14]3[CH2:18][C@H:17]([CH2:19][N:20]4[CH:24]=[CH:23][N:22]=[N:21]4)[O:16][C:15]3=[O:25])=[CH:10][C:9]=2[F:26])[CH2:4]1.C(N(C(C)C)CC)(C)C.[C:36](=O)([O:46]C1C=CC([N+]([O-])=O)=CC=1)[O:37][CH2:38][C@@H:39]1[CH2:43][O:42][C:41]([CH3:45])([CH3:44])[O:40]1.